From a dataset of Peptide-MHC class I binding affinity with 185,985 pairs from IEDB/IMGT. Regression. Given a peptide amino acid sequence and an MHC pseudo amino acid sequence, predict their binding affinity value. This is MHC class I binding data. The binding affinity (normalized) is 0. The MHC is Mamu-B03 with pseudo-sequence Mamu-B03. The peptide sequence is KWKLQKIELP.